This data is from Reaction yield outcomes from USPTO patents with 853,638 reactions. The task is: Predict the reaction yield, written as a fraction of the theoretical maximum amount of product (1.0 means a 100% yield; for example, 0.34 means a 34% yield). The reactants are [N:1]1[C:10]2[CH:9]=[CH:8][N:7]=[C:6]([OH:11])[C:5]=2[CH:4]=[CH:3][CH:2]=1.I[CH2:13][C:14]([O:16][CH2:17][CH3:18])=[O:15].C(=O)([O-])[O-].[Cs+].[Cs+].CO. The catalyst is C1COCC1. The product is [O:11]=[C:6]1[N:7]([CH2:13][C:14]([O:16][CH2:17][CH3:18])=[O:15])[CH:8]=[CH:9][C:10]2[N:1]=[CH:2][CH:3]=[CH:4][C:5]1=2. The yield is 0.940.